From a dataset of Catalyst prediction with 721,799 reactions and 888 catalyst types from USPTO. Predict which catalyst facilitates the given reaction. Reactant: [NH2:1][C:2]1[N:3]=[CH:4][C:5]([C:8]2[C:9]([F:28])=[C:10]([C:21]([CH:24]3[CH2:27][CH2:26][CH2:25]3)=[CH:22][CH:23]=2)[O:11][CH2:12][C:13]2[CH:20]=[CH:19][C:16]([C:17]#[N:18])=[CH:15][CH:14]=2)=[N:6][CH:7]=1.[N-:29]=[N+:30]=[N-:31].[Na+].[NH4+].[Cl-]. Product: [CH:24]1([C:21]2[CH:22]=[CH:23][C:8]([C:5]3[N:6]=[CH:7][C:2]([NH2:1])=[N:3][CH:4]=3)=[C:9]([F:28])[C:10]=2[O:11][CH2:12][C:13]2[CH:14]=[CH:15][C:16]([C:17]3[NH:31][N:30]=[N:29][N:18]=3)=[CH:19][CH:20]=2)[CH2:25][CH2:26][CH2:27]1. The catalyst class is: 3.